Dataset: Full USPTO retrosynthesis dataset with 1.9M reactions from patents (1976-2016). Task: Predict the reactants needed to synthesize the given product. (1) Given the product [CH3:10][C@@H:11]([C@@H:18]1[C@@:22]2([CH3:28])[CH2:23][CH2:24][CH2:25]/[C:26](=[CH:8]\[CH:9]=[C:35]3[CH2:36][C@@H:37]([OH:38])[CH2:34][C@H:33]([OH:32])[CH2:39]3)/[C@@H:21]2[CH2:20][CH2:19]1)[CH2:12][CH2:13][CH2:14][C:15]([OH:2])([CH3:17])[CH3:16], predict the reactants needed to synthesize it. The reactants are: [PH3]=[O:2].[Li]C1C=CC=[CH:8][CH:9]=1.[CH3:10][C@@H:11]([C@@H:18]1[C@@:22]2([CH3:28])[CH2:23][CH2:24][CH2:25][C:26](=O)[C@@H:21]2[CH2:20][CH2:19]1)[CH2:12][CH2:13][CH2:14][CH:15]([CH3:17])[CH3:16].C([O:32][CH2:33][CH3:34])(=O)C.[CH2:35]1[CH2:39][O:38][CH2:37][CH2:36]1. (2) Given the product [OH:14][CH2:13][C:11]1[N:12]=[C:8]([CH3:7])[O:9][C:10]=1[CH2:18][CH2:19][S:20][CH3:21], predict the reactants needed to synthesize it. The reactants are: [H-].[Al+3].[Li+].[H-].[H-].[H-].[CH3:7][C:8]1[O:9][C:10]([CH2:18][CH2:19][S:20][CH3:21])=[C:11]([C:13](OCC)=[O:14])[N:12]=1.O.[OH-].[Na+]. (3) Given the product [Cl:1][C:2]1[CH:7]=[C:6]([F:8])[CH:5]=[CH:4][C:3]=1[C:9]1[C:10]2[N:11]([N:15]=[C:16]([NH:18][CH:19]3[CH2:24][CH2:23][N:22]([C:25]4[CH:30]=[CH:29][N:28]=[C:27]([O:33][CH3:32])[N:26]=4)[CH2:21][CH2:20]3)[N:17]=2)[CH:12]=[CH:13][CH:14]=1, predict the reactants needed to synthesize it. The reactants are: [Cl:1][C:2]1[CH:7]=[C:6]([F:8])[CH:5]=[CH:4][C:3]=1[C:9]1[C:10]2[N:11]([N:15]=[C:16]([NH:18][CH:19]3[CH2:24][CH2:23][N:22]([C:25]4[CH:30]=[CH:29][N:28]=[C:27](Cl)[N:26]=4)[CH2:21][CH2:20]3)[N:17]=2)[CH:12]=[CH:13][CH:14]=1.[CH3:32][O-:33].[Na+]. (4) Given the product [N:31]1([C:2]2[S:3][C:4]3[C:10]([O:11][S:12]([C:15]([F:17])([F:16])[F:18])(=[O:14])=[O:13])=[C:9]([C@H:19]([O:25][C:26]([CH3:28])([CH3:29])[CH3:27])[C:20]([O:22][CH2:23][CH3:24])=[O:21])[C:8]([CH3:30])=[CH:7][C:5]=3[N:6]=2)[CH2:34][CH2:33][CH2:32]1, predict the reactants needed to synthesize it. The reactants are: Br[C:2]1[S:3][C:4]2[C:10]([O:11][S:12]([C:15]([F:18])([F:17])[F:16])(=[O:14])=[O:13])=[C:9]([C@H:19]([O:25][C:26]([CH3:29])([CH3:28])[CH3:27])[C:20]([O:22][CH2:23][CH3:24])=[O:21])[C:8]([CH3:30])=[CH:7][C:5]=2[N:6]=1.[NH:31]1[CH2:34][CH2:33][CH2:32]1.[NH4+].[Cl-]. (5) Given the product [Br:1][C:2]1[CH:3]=[N:4][C:5]2[N:6]([N:8]=[C:9]([C:11]([N:28]3[CH2:27][CH2:26][C:25]4[N:31]=[N:32][C:22]([Cl:21])=[CH:23][C:24]=4[CH2:30][CH2:29]3)=[O:13])[CH:10]=2)[CH:7]=1, predict the reactants needed to synthesize it. The reactants are: [Br:1][C:2]1[CH:3]=[N:4][C:5]2[N:6]([N:8]=[C:9]([C:11]([OH:13])=O)[CH:10]=2)[CH:7]=1.FC(F)(F)C(O)=O.[Cl:21][C:22]1[N:32]=[N:31][C:25]2[CH2:26][CH2:27][NH:28][CH2:29][CH2:30][C:24]=2[CH:23]=1. (6) Given the product [CH3:1][O:2][C:3]1[CH:20]=[CH:19][C:6]([CH2:7][O:8][CH2:9][C@@H:10]2[C@@H:15]3[C@H:11]2[CH2:12][O:13][C:14]3=[O:18])=[CH:5][CH:4]=1, predict the reactants needed to synthesize it. The reactants are: [CH3:1][O:2][C:3]1[CH:20]=[CH:19][C:6]([CH2:7][O:8][CH2:9][CH:10]=[CH:11][CH2:12][O:13][C:14](=[O:18])[CH:15]=[N+]=[N-])=[CH:5][CH:4]=1.